This data is from Reaction yield outcomes from USPTO patents with 853,638 reactions. The task is: Predict the reaction yield, written as a fraction of the theoretical maximum amount of product (1.0 means a 100% yield; for example, 0.34 means a 34% yield). (1) The reactants are [C]=O.C1(=O)C=C[C:6](=[O:9])C=C1.[NH2:11][C:12]1[CH:17]=[CH:16][CH:15]=[CH:14][CH:13]=1. The catalyst is C(#N)C.C([O-])(=O)C.[Pd+2].C([O-])(=O)C. The product is [C:12]1([N:11]=[C:6]=[O:9])[CH:17]=[CH:16][CH:15]=[CH:14][CH:13]=1. The yield is 0.800. (2) The reactants are [O:1]([C:8]1[CH:13]=[CH:12][CH:11]=[CH:10][C:9]=1[C:14]12[CH2:21][CH2:20][C:17]([CH2:22][CH:23]=[O:24])([CH2:18][CH2:19]1)[CH2:16][O:15]2)[C:2]1[CH:7]=[CH:6][CH:5]=[CH:4][CH:3]=1.CC(C[AlH]CC(C)C)C. The catalyst is C(Cl)Cl. The product is [O:1]([C:8]1[CH:13]=[CH:12][CH:11]=[CH:10][C:9]=1[C:14]12[CH2:21][CH2:20][C:17]([CH2:22][CH2:23][OH:24])([CH2:18][CH2:19]1)[CH2:16][O:15]2)[C:2]1[CH:3]=[CH:4][CH:5]=[CH:6][CH:7]=1. The yield is 0.890. (3) The reactants are [F:1][C:2]([C:7]1[N:12]=[CH:11][C:10]2[C:13]([CH3:17])([CH3:16])[CH2:14][NH:15][C:9]=2[CH:8]=1)([F:6])[CH2:3][CH2:4][CH3:5].Cl[CH2:19][C:20](Cl)=[O:21].[C:23]([O:27][C:28]([N:30]1[CH2:35][C@H:34]([CH2:36][N:37]2[CH2:42][CH2:41][O:40][CH2:39][CH2:38]2)[NH:33][CH2:32][C@H:31]1[CH3:43])=[O:29])([CH3:26])([CH3:25])[CH3:24]. The catalyst is C(Cl)Cl.N1C=CC=CC=1. The product is [C:23]([O:27][C:28]([N:30]1[CH2:35][C@H:34]([CH2:36][N:37]2[CH2:38][CH2:39][O:40][CH2:41][CH2:42]2)[N:33]([CH2:19][C:20]([N:15]2[C:9]3[CH:8]=[C:7]([C:2]([F:6])([F:1])[CH2:3][CH2:4][CH3:5])[N:12]=[CH:11][C:10]=3[C:13]([CH3:16])([CH3:17])[CH2:14]2)=[O:21])[CH2:32][C@H:31]1[CH3:43])=[O:29])([CH3:26])([CH3:24])[CH3:25]. The yield is 0.120. (4) The reactants are I[C:2]1[C:7]([N+:8]([O-:10])=[O:9])=[CH:6][CH:5]=[CH:4][C:3]=1[N+:11]([O-:13])=[O:12].C1([Mg]Br)C=CC=CC=1.[CH:22](=[O:26])[CH:23]([CH3:25])[CH3:24]. The catalyst is C1COCC1. The product is [N+:11]([C:3]1[CH:4]=[CH:5][CH:6]=[C:7]([N+:8]([O-:10])=[O:9])[C:2]=1[CH:22]([OH:26])[CH:23]([CH3:25])[CH3:24])([O-:13])=[O:12]. The yield is 0.300. (5) The reactants are [C:1]([O:5][C:6](=[O:25])[NH:7][CH2:8][C:9]([C:18]1[CH:23]=[CH:22][C:21]([Cl:24])=[CH:20][CH:19]=1)([OH:17])[C:10]1[CH:15]=[CH:14][C:13](I)=[CH:12][CH:11]=1)([CH3:4])([CH3:3])[CH3:2].CC1(C)C(C)(C)OB([C:34]2[CH:35]=[N:36][NH:37][CH:38]=2)O1.P([O-])([O-])([O-])=O.[K+].[K+].[K+].B(O)O.N1C=CC=N1. The catalyst is C(O)C.CO.C1(C)C=CC=CC=1.O. The product is [C:1]([O:5][C:6](=[O:25])[NH:7][CH2:8][C:9]([C:18]1[CH:23]=[CH:22][C:21]([Cl:24])=[CH:20][CH:19]=1)([OH:17])[C:10]1[CH:15]=[CH:14][C:13]([C:34]2[CH:35]=[N:36][NH:37][CH:38]=2)=[CH:12][CH:11]=1)([CH3:4])([CH3:3])[CH3:2]. The yield is 0.580. (6) The reactants are C(=O)([O-])[O-].[K+].[K+].[NH:7]1[CH2:12][CH2:11][CH2:10][CH:9]([CH2:13][OH:14])[CH2:8]1.F[C:16]1[CH:23]=[CH:22][CH:21]=[CH:20][C:17]=1[CH:18]=[O:19].O. The catalyst is [I-].C([N+](CCCC)(CCCC)CCCC)CCC.CN(C)C=O. The product is [OH:14][CH2:13][CH:9]1[CH2:10][CH2:11][CH2:12][N:7]([C:16]2[CH:23]=[CH:22][CH:21]=[CH:20][C:17]=2[CH:18]=[O:19])[CH2:8]1. The yield is 0.820. (7) The reactants are [Cl:1][C:2]1[CH:3]=[C:4]([CH:7]=[C:8]([Cl:17])[C:9]=1[O:10][C:11]1[CH:16]=[CH:15][CH:14]=[CH:13][CH:12]=1)[CH2:5][OH:6].[Cr](Cl)([O-])(=O)=O.[NH+]1C=CC=CC=1.[O-][Si]([O-])=O.[Mg+2].[CH2:34]([O:36]CC)C. The catalyst is ClCCl. The product is [Cl:1][C:2]1[CH:3]=[C:4]([CH:7]=[C:8]([Cl:17])[C:9]=1[O:10][C:11]1[CH:16]=[CH:15][C:14]([O:36][CH3:34])=[CH:13][CH:12]=1)[CH:5]=[O:6]. The yield is 0.880.